This data is from Catalyst prediction with 721,799 reactions and 888 catalyst types from USPTO. The task is: Predict which catalyst facilitates the given reaction. (1) Reactant: P(C)(C)C.[N:5]([CH2:8][C:9]1[N:10]=[N:11][C:12]([C:15]2[C:20]([F:21])=[CH:19][CH:18]=[CH:17][C:16]=2[F:22])=[CH:13][CH:14]=1)=[N+]=[N-].[Si:23]([O:30][C@@H:31]1[C@@H:36]([CH3:37])[CH2:35][N:34]([C:38]2[CH:43]=[CH:42][N:41]=[CH:40][C:39]=2[N:44]=[C:45]=S)[CH2:33][C@H:32]1[NH:47][C:48](=[O:54])[O:49][C:50]([CH3:53])([CH3:52])[CH3:51])([C:26]([CH3:29])([CH3:28])[CH3:27])([CH3:25])[CH3:24]. Product: [Si:23]([O:30][C@@H:31]1[C@@H:36]([CH3:37])[CH2:35][N:34]([C:38]2[CH:43]=[CH:42][N:41]=[CH:40][C:39]=2[NH:44][C:45]2[N:10]3[N:11]=[C:12]([C:15]4[C:20]([F:21])=[CH:19][CH:18]=[CH:17][C:16]=4[F:22])[CH:13]=[CH:14][C:9]3=[CH:8][N:5]=2)[CH2:33][C@H:32]1[NH:47][C:48](=[O:54])[O:49][C:50]([CH3:53])([CH3:52])[CH3:51])([C:26]([CH3:27])([CH3:28])[CH3:29])([CH3:24])[CH3:25]. The catalyst class is: 49. (2) Reactant: [CH:1]1([C:7]2([C:20]([OH:22])=[O:21])[CH2:13][CH:12]3[N:14]([C:15]([O:17][CH2:18][CH3:19])=[O:16])[CH:9]([CH2:10][CH2:11]3)[CH2:8]2)[CH2:6][CH2:5][CH2:4][CH:3]=[CH:2]1. The catalyst class is: 458. Product: [CH:1]1([C:7]2([C:20]([OH:22])=[O:21])[CH2:13][CH:12]3[N:14]([C:15]([O:17][CH2:18][CH3:19])=[O:16])[CH:9]([CH2:10][CH2:11]3)[CH2:8]2)[CH2:2][CH2:3][CH2:4][CH2:5][CH2:6]1. (3) Reactant: [F:1][C:2]1[CH:20]=[CH:19][C:5]([CH2:6][O:7][C:8]2[CH:9]=[C:10]3[C:14](=[CH:15][CH:16]=2)[C:13](=[O:17])[NH:12][C:11]3=[O:18])=[CH:4][CH:3]=1.[H-].[Na+].Br[CH2:24][C:25]([NH2:27])=[O:26].O. Product: [F:1][C:2]1[CH:20]=[CH:19][C:5]([CH2:6][O:7][C:8]2[CH:9]=[C:10]3[C:14](=[CH:15][CH:16]=2)[C:13](=[O:17])[N:12]([CH2:24][C:25]([NH2:27])=[O:26])[C:11]3=[O:18])=[CH:4][CH:3]=1. The catalyst class is: 7.